This data is from Forward reaction prediction with 1.9M reactions from USPTO patents (1976-2016). The task is: Predict the product of the given reaction. (1) Given the reactants [N+:1]([C:4]1[C:5]([F:13])=[C:6]([CH:9]=[CH:10][C:11]=1[F:12])[C:7]#[N:8])([O-])=O.Cl, predict the reaction product. The product is: [NH2:1][C:4]1[C:5]([F:13])=[C:6]([CH:9]=[CH:10][C:11]=1[F:12])[CH2:7][NH2:8]. (2) Given the reactants C([O:3][C:4]([C:6]1[C:7]2[S:15][CH:14]=[C:13]([CH2:16][O:17][C:18]3[CH:23]=[CH:22][CH:21]=[C:20]([O:24][CH2:25][C:26]4[CH:31]=[CH:30][CH:29]=[CH:28][CH:27]=4)[CH:19]=3)[C:8]=2[C:9]([NH2:12])=[N:10][CH:11]=1)=O)C.[CH2:32]([CH2:34][NH2:35])[OH:33], predict the reaction product. The product is: [OH:33][CH2:32][CH2:34][NH:35][C:4]([C:6]1[C:7]2[S:15][CH:14]=[C:13]([CH2:16][O:17][C:18]3[CH:23]=[CH:22][CH:21]=[C:20]([O:24][CH2:25][C:26]4[CH:31]=[CH:30][CH:29]=[CH:28][CH:27]=4)[CH:19]=3)[C:8]=2[C:9]([NH2:12])=[N:10][CH:11]=1)=[O:3]. (3) Given the reactants [CH2:1]([O:3][C:4](=[O:9])[CH2:5][C:6]([O-:8])=O)[CH3:2].[K+].[Cl-].[Mg+2].[Cl-].[C:14]([CH2:18]C(O)=O)([CH3:17])([CH3:16])[CH3:15], predict the reaction product. The product is: [CH3:15][C:14]([CH3:18])([CH3:17])[CH2:16][C:6](=[O:8])[CH2:5][C:4]([O:3][CH2:1][CH3:2])=[O:9]. (4) Given the reactants [NH:1]1[CH2:8][CH2:7][CH2:6][C@H:2]1[C:3]([OH:5])=[O:4].I[C:10]1[CH:11]=[C:12]([CH:15]=[CH:16][CH:17]=1)[C:13]#[N:14].C(=O)([O-])[O-].[K+].[K+].CN1CCCC1=O, predict the reaction product. The product is: [C:13]([C:12]1[CH:11]=[C:10]([N:1]2[CH2:8][CH2:7][CH2:6][C@H:2]2[C:3]([OH:5])=[O:4])[CH:17]=[CH:16][CH:15]=1)#[N:14]. (5) Given the reactants [Li]CCCC.Br[C:7]1[S:11][C:10]([NH:12][C:13](=[O:18])[C:14]([F:17])([F:16])[F:15])=[N:9][CH:8]=1.C1C=CC(S(N(S(C2C=CC=CC=2)(=O)=O)[F:29])(=O)=O)=CC=1.O, predict the reaction product. The product is: [F:29][C:7]1[S:11][C:10]([NH:12][C:13](=[O:18])[C:14]([F:17])([F:16])[F:15])=[N:9][CH:8]=1. (6) Given the reactants [CH3:1][O:2][C:3]1[CH:8]=[CH:7][C:6]([N:9]2[C:13]([CH2:14][CH2:15][CH:16]=O)=[CH:12][C:11]([CH2:18][CH2:19][CH2:20][CH3:21])=[N:10]2)=[CH:5][CH:4]=1.[F:22][C:23]1[CH:28]=[CH:27][CH:26]=[CH:25][C:24]=1[N:29]1[CH2:34][CH2:33][NH:32][CH2:31][CH2:30]1.[BH-](OC(C)=O)(OC(C)=O)OC(C)=O.[Na+], predict the reaction product. The product is: [F:22][C:23]1[CH:28]=[CH:27][CH:26]=[CH:25][C:24]=1[N:29]1[CH2:34][CH2:33][N:32]([CH2:16][CH2:15][CH2:14][C:13]2[N:9]([C:6]3[CH:7]=[CH:8][C:3]([O:2][CH3:1])=[CH:4][CH:5]=3)[N:10]=[C:11]([CH2:18][CH2:19][CH2:20][CH3:21])[CH:12]=2)[CH2:31][CH2:30]1. (7) The product is: [CH2:14]([N:6]1[C:1](=[O:8])[CH:2]=[CH:3][C:4]1=[O:5])[C:9]#[CH:10]. Given the reactants [C:1]([OH:8])(=O)/[CH:2]=[CH:3]\[C:4]([NH2:6])=[O:5].[C:9]([O-])(=O)[CH3:10].[Na+].[CH2:14](Cl)Cl.CCOC(C)=O, predict the reaction product.